Dataset: Catalyst prediction with 721,799 reactions and 888 catalyst types from USPTO. Task: Predict which catalyst facilitates the given reaction. (1) Reactant: FC(F)(F)S(O[C:7]1[CH:12]=[CH:11][C:10]([N:13]2[CH:18]=[C:17]([O:19][CH3:20])[C:16](=[O:21])[C:15]([C:22]3[N:26]([C:27]4[CH:32]=[CH:31][CH:30]=[CH:29][CH:28]=4)[N:25]=[CH:24][CH:23]=3)=[N:14]2)=[C:9]([F:33])[CH:8]=1)(=O)=O.Cl.[F:37][C:38]1([F:44])[CH2:43][CH2:42][NH:41][CH2:40][CH2:39]1.CC1(C)C2C(=C(P(C3C=CC=CC=3)C3C=CC=CC=3)C=CC=2)OC2C(P(C3C=CC=CC=3)C3C=CC=CC=3)=CC=CC1=2.CC([O-])(C)C.[Na+]. Product: [F:37][C:38]1([F:44])[CH2:43][CH2:42][N:41]([C:7]2[CH:12]=[CH:11][C:10]([N:13]3[CH:18]=[C:17]([O:19][CH3:20])[C:16](=[O:21])[C:15]([C:22]4[N:26]([C:27]5[CH:28]=[CH:29][CH:30]=[CH:31][CH:32]=5)[N:25]=[CH:24][CH:23]=4)=[N:14]3)=[C:9]([F:33])[CH:8]=2)[CH2:40][CH2:39]1. The catalyst class is: 488. (2) Reactant: [Cl:1][C:2]1[CH:3]=[C:4]([C:10]2[NH:14][N:13]=[CH:12][C:11]=2[C:15]#[N:16])[CH:5]=[CH:6][C:7]=1[C:8]#[N:9].O[CH2:18][C@@H:19]([NH:21]C(=O)OC(C)(C)C)[CH3:20].C1(P(C2C=CC=CC=2)C2C=CC=CC=2)C=CC=CC=1.N(C(OC(C)(C)C)=O)=NC(OC(C)(C)C)=O. Product: [NH2:21][C@@H:19]([CH3:20])[CH2:18][N:13]1[CH:12]=[C:11]([C:15]#[N:16])[C:10]([C:4]2[CH:5]=[CH:6][C:7]([C:8]#[N:9])=[C:2]([Cl:1])[CH:3]=2)=[N:14]1. The catalyst class is: 1.